Dataset: Full USPTO retrosynthesis dataset with 1.9M reactions from patents (1976-2016). Task: Predict the reactants needed to synthesize the given product. (1) The reactants are: C([O:5][C:6](=[O:26])[C:7]([S:10][C:11]1[S:12][CH:13]=[C:14]([CH2:16][CH2:17][NH:18][C:19]2[N:24]=[CH:23][C:22](Br)=[CH:21][N:20]=2)[N:15]=1)([CH3:9])[CH3:8])(C)(C)C.[S:27]1[CH:31]=[CH:30][CH:29]=[C:28]1B(O)O.[F:35][C:36]([F:41])([F:40])[C:37]([OH:39])=[O:38]. Given the product [F:35][C:36]([F:41])([F:40])[C:37]([OH:39])=[O:38].[CH3:9][C:7]([S:10][C:11]1[S:12][CH:13]=[C:14]([CH2:16][CH2:17][NH:18][C:19]2[N:20]=[CH:21][C:22]([C:28]3[S:27][CH:31]=[CH:30][CH:29]=3)=[CH:23][N:24]=2)[N:15]=1)([CH3:8])[C:6]([OH:5])=[O:26], predict the reactants needed to synthesize it. (2) The reactants are: [Br:1][C:2]1[CH:3]=[C:4]([C:9]([C:11]2[CH:16]=[C:15]([Br:17])[CH:14]=[C:13]([Br:18])[CH:12]=2)=[O:10])[CH:5]=[C:6]([Br:8])[CH:7]=1.Cl[CH2:20][CH2:21][OH:22].CC(C)([O-])C.[K+]. Given the product [Br:1][C:2]1[CH:3]=[C:4]([C:9]2([C:11]3[CH:16]=[C:15]([Br:17])[CH:14]=[C:13]([Br:18])[CH:12]=3)[O:22][CH2:21][CH2:20][O:10]2)[CH:5]=[C:6]([Br:8])[CH:7]=1, predict the reactants needed to synthesize it. (3) Given the product [CH3:15][S:16]([O:14][CH2:13][C:3]1[C:4]([CH3:12])=[CH:5][CH:6]=[C:7]([O:8][CH2:9][O:10][CH3:11])[C:2]=1[Br:1])(=[O:18])=[O:17], predict the reactants needed to synthesize it. The reactants are: [Br:1][C:2]1[C:7]([O:8][CH2:9][O:10][CH3:11])=[CH:6][CH:5]=[C:4]([CH3:12])[C:3]=1[CH2:13][OH:14].[CH3:15][S:16](Cl)(=[O:18])=[O:17].C(N(CC)CC)C. (4) The reactants are: [C:9](O[C:9]([O:11][C:12]([CH3:15])([CH3:14])[CH3:13])=[O:10])([O:11][C:12]([CH3:15])([CH3:14])[CH3:13])=[O:10].C(N(CC)CC)C.[NH2:23][C@@H:24]1[CH2:29][CH2:28][CH2:27][CH2:26][C@H:25]1[C:30]([OH:32])=[O:31]. Given the product [C:12]([O:11][C:9]([NH:23][C@@H:24]1[CH2:29][CH2:28][CH2:27][CH2:26][C@H:25]1[C:30]([OH:32])=[O:31])=[O:10])([CH3:13])([CH3:14])[CH3:15], predict the reactants needed to synthesize it. (5) Given the product [OH:1][C:2]1[CH:7]=[CH:6][C:5]([C:8]2[CH:13]=[C:12]([O:14][CH3:15])[CH:11]=[C:10]([CH2:16][CH:17]3[S:21][C:20]([N:31]4[CH2:35][CH2:34][CH2:33][CH2:32]4)=[N:19][C:18]3=[O:23])[CH:9]=2)=[CH:4][C:3]=1[C:24]1([CH3:30])[CH2:29][CH2:28][CH2:27][CH2:26][CH2:25]1, predict the reactants needed to synthesize it. The reactants are: [OH:1][C:2]1[CH:7]=[CH:6][C:5]([C:8]2[CH:13]=[C:12]([O:14][CH3:15])[CH:11]=[C:10]([CH2:16][CH:17]3[S:21][C:20](=S)[NH:19][C:18]3=[O:23])[CH:9]=2)=[CH:4][C:3]=1[C:24]1([CH3:30])[CH2:29][CH2:28][CH2:27][CH2:26][CH2:25]1.[NH:31]1[CH2:35][CH2:34][CH2:33][CH2:32]1. (6) The reactants are: [Br:1][C:2]1[CH:7]=[CH:6][CH:5]=[CH:4][C:3]=1[C:8]1[N:12]([CH2:13][CH:14]([CH3:16])[CH3:15])[CH:11]=[N:10][C:9]=1[C:17]([OH:19])=O.C(Cl)(=O)C(Cl)=O.[NH3:26]. Given the product [Br:1][C:2]1[CH:7]=[CH:6][CH:5]=[CH:4][C:3]=1[C:8]1[N:12]([CH2:13][CH:14]([CH3:15])[CH3:16])[CH:11]=[N:10][C:9]=1[C:17]([NH2:26])=[O:19], predict the reactants needed to synthesize it. (7) Given the product [CH3:1][O:2][C:3]([C:5]1[S:6][C:7]([C:11]#[C:12][C:13]([CH3:16])([CH3:15])[CH3:14])=[CH:8][C:9]=1[NH:79][CH:76]1[CH2:77][CH2:78][C:73]2([O:69][CH2:70][CH2:71][O:72]2)[CH2:74][CH2:75]1)=[O:4], predict the reactants needed to synthesize it. The reactants are: [CH3:1][O:2][C:3]([C:5]1[S:6][C:7]([C:11]#[C:12][C:13]([CH3:16])([CH3:15])[CH3:14])=[CH:8][C:9]=1I)=[O:4].C1C=CC(P(C2C(C3C(P(C4C=CC=CC=4)C4C=CC=CC=4)=CC=C4C=3C=CC=C4)=C3C(C=CC=C3)=CC=2)C2C=CC=CC=2)=CC=1.C(=O)([O-])[O-].[Cs+].[Cs+].[O:69]1[C:73]2([CH2:78][CH2:77][CH:76]([NH2:79])[CH2:75][CH2:74]2)[O:72][CH2:71][CH2:70]1. (8) Given the product [CH3:24][C:25]1[N:26]=[C:27]([N:33]2[CH2:37][CH2:36][N:35]([CH2:38][C:39]3[CH:44]=[CH:43][C:42]([O:45][C:46]([F:48])([F:47])[F:49])=[CH:41][CH:40]=3)[C:34]2=[O:50])[S:28][C:29]=1[C:30]([NH2:7])=[O:32], predict the reactants needed to synthesize it. The reactants are: FC1C=CC(C[N:7]2C(=O)N(C3SC(C(O)=O)=C(C)N=3)C=N2)=CC=1.[CH3:24][C:25]1[N:26]=[C:27]([N:33]2[CH2:37][CH2:36][N:35]([CH2:38][C:39]3[CH:44]=[CH:43][C:42]([O:45][C:46]([F:49])([F:48])[F:47])=[CH:41][CH:40]=3)[C:34]2=[O:50])[S:28][C:29]=1[C:30]([OH:32])=O. (9) Given the product [CH:1]1([C:6]2[CH:11]=[CH:10][C:9]([S:12]([NH:15][C:16]3[CH:20]=[CH:19][S:18][C:17]=3[C:21]([OH:23])=[O:22])(=[O:13])=[O:14])=[C:8]([F:25])[CH:7]=2)[CH2:2][CH2:3][CH2:4][CH2:5]1, predict the reactants needed to synthesize it. The reactants are: [CH:1]1([C:6]2[CH:11]=[CH:10][C:9]([S:12]([NH:15][C:16]3[CH:20]=[CH:19][S:18][C:17]=3[C:21]([O:23]C)=[O:22])(=[O:14])=[O:13])=[C:8]([F:25])[CH:7]=2)[CH2:5][CH2:4][CH2:3][CH2:2]1.[OH-].[Na+]. (10) Given the product [O:23]=[C:21]1[CH2:22][N:19]([C:17]([O:16][C:12]([CH3:15])([CH3:14])[CH3:13])=[O:18])[CH2:20]1, predict the reactants needed to synthesize it. The reactants are: C1C=C[NH+]=CC=1.[O-][Cr](Cl)(=O)=O.[C:12]([O:16][C:17]([N:19]1[CH2:22][CH:21]([OH:23])[CH2:20]1)=[O:18])([CH3:15])([CH3:14])[CH3:13].